Dataset: Forward reaction prediction with 1.9M reactions from USPTO patents (1976-2016). Task: Predict the product of the given reaction. (1) Given the reactants COC1C=C[C:6]([CH2:7][O:8][C:9]2[CH:10]=[C:11]([C:16]3[N:21]=[C:20]([C:22]([O:24][CH3:25])=[O:23])[CH:19]=[CH:18][C:17]=3[C:26]3[CH:31]=[CH:30][CH:29]=[CH:28][C:27]=3[Cl:32])[CH:12]=[CH:13][C:14]=2[Cl:15])=[CH:5]C=1.Cl.ClC1C=CC([C:43]2[N:48]=[C:47](C(O)=O)C=CC=2C2C=CC=CC=2Cl)=CC=1OCCCN(C)C, predict the reaction product. The product is: [Cl:15][C:14]1[CH:13]=[CH:12][C:11]([C:16]2[N:21]=[C:20]([C:22]([O:24][CH3:25])=[O:23])[CH:19]=[CH:18][C:17]=2[C:26]2[CH:31]=[CH:30][CH:29]=[CH:28][C:27]=2[Cl:32])=[CH:10][C:9]=1[O:8][CH2:7][CH2:6][CH2:5][N:48]([CH3:43])[CH3:47]. (2) Given the reactants [CH:1]1([CH:6]=[CH:7][CH:8]([CH3:15])[CH2:9][C:10](OCC)=[O:11])[CH2:5][CH2:4][CH2:3][CH2:2]1.[H-].[Al+3].[Li+].[H-].[H-].[H-].O.[OH-].[Na+], predict the reaction product. The product is: [CH:1]1([CH:6]=[CH:7][CH:8]([CH3:15])[CH2:9][CH2:10][OH:11])[CH2:5][CH2:4][CH2:3][CH2:2]1. (3) Given the reactants C(Cl)(=O)C(Cl)=O.[CH3:7][O:8][C:9]([C@H:11]1[CH2:13][C@@H:12]1[C:14]([OH:16])=O)=[O:10].[CH3:17][NH:18][O:19][CH3:20].N1C=CC=CC=1, predict the reaction product. The product is: [CH3:20][O:19][N:18]([CH3:17])[C:14]([C@H:12]1[CH2:13][C@@H:11]1[C:9]([O:8][CH3:7])=[O:10])=[O:16]. (4) Given the reactants [Cl:1][C:2]1[N:3]=[CH:4][C:5]2[CH:10]=[C:9]([C:11]([OH:13])=O)[N:8]([CH:14]([CH2:17][CH3:18])[CH2:15][CH3:16])[C:6]=2[N:7]=1.F[P-](F)(F)(F)(F)F.N1(O[P+](N(C)C)(N(C)C)[N:37]([CH3:39])[CH3:38])C2C=CC=CC=2N=N1.C(N(CC)C(C)C)(C)C.CNC, predict the reaction product. The product is: [CH3:38][N:37]([CH3:39])[C:11]([C:9]1[N:8]([CH:14]([CH2:17][CH3:18])[CH2:15][CH3:16])[C:6]2[N:7]=[C:2]([Cl:1])[N:3]=[CH:4][C:5]=2[CH:10]=1)=[O:13]. (5) Given the reactants [CH:1]1([CH2:6][C@@H:7]([C:20]([N:22]2[C@H:26]([C:27]([N:29]3[CH2:34][CH2:33][O:32][CH2:31][CH2:30]3)=[O:28])[CH2:25][CH:24]=[N:23]2)=[O:21])[CH2:8][C:9]([NH:11][O:12]CC2C=CC=CC=2)=[O:10])[CH2:5][CH2:4][CH2:3][CH2:2]1, predict the reaction product. The product is: [CH:1]1([CH2:6][C@@H:7]([C:20]([N:22]2[C@H:26]([C:27]([N:29]3[CH2:34][CH2:33][O:32][CH2:31][CH2:30]3)=[O:28])[CH2:25][CH:24]=[N:23]2)=[O:21])[CH2:8][C:9]([NH:11][OH:12])=[O:10])[CH2:5][CH2:4][CH2:3][CH2:2]1. (6) Given the reactants [Cl:1][C:2]1[CH:9]=[C:8]([O:10][C:11]2[CH:16]=[CH:15][C:14]([O:17]C)=[CH:13][C:12]=2[Cl:19])[CH:7]=[CH:6][C:3]=1[C:4]#[N:5].B(Br)(Br)Br.CO.O, predict the reaction product. The product is: [Cl:1][C:2]1[CH:9]=[C:8]([O:10][C:11]2[CH:16]=[CH:15][C:14]([OH:17])=[CH:13][C:12]=2[Cl:19])[CH:7]=[CH:6][C:3]=1[C:4]#[N:5]. (7) Given the reactants [CH2:1]([C:5]1[C:9](/[CH:10]=[CH:11]/[C:12]2[S:13][C:14]([C:18]([OH:20])=O)=[C:15]([CH3:17])[N:16]=2)=[C:8]([CH3:21])[O:7][N:6]=1)[CH2:2][CH2:3][CH3:4].Cl.[CH3:23][O:24][CH:25]1[CH2:28][NH:27][CH2:26]1, predict the reaction product. The product is: [CH2:1]([C:5]1[C:9](/[CH:10]=[CH:11]/[C:12]2[S:13][C:14]([C:18]([N:27]3[CH2:28][CH:25]([O:24][CH3:23])[CH2:26]3)=[O:20])=[C:15]([CH3:17])[N:16]=2)=[C:8]([CH3:21])[O:7][N:6]=1)[CH2:2][CH2:3][CH3:4]. (8) Given the reactants [Cl:1][C:2]1[CH:3]=[C:4]([C:9]2[N:14]=[C:13]([CH2:15][CH:16]([CH3:18])[CH3:17])[N:12]=[C:11](O)[C:10]=2[C:20]#[N:21])[CH:5]=[CH:6][C:7]=1[Cl:8].O=P(Cl)(Cl)[Cl:24].C(=O)([O-])[O-].[K+].[K+], predict the reaction product. The product is: [Cl:1][C:2]1[CH:3]=[C:4]([C:9]2[N:14]=[C:13]([CH2:15][CH:16]([CH3:18])[CH3:17])[N:12]=[C:11]([Cl:24])[C:10]=2[C:20]#[N:21])[CH:5]=[CH:6][C:7]=1[Cl:8]. (9) Given the reactants Cl[C:2]1[CH:11]=[CH:10][C:9]2[C:4](=[CH:5][CH:6]=[C:7]([Cl:26])[C:8]=2[NH:12][C:13](=[O:25])[CH2:14][CH:15]2[CH2:20][CH2:19][CH:18]([C:21]([F:24])([F:23])[F:22])[CH2:17][CH2:16]2)[N:3]=1.[NH:27]1[CH2:32][CH2:31][NH:30][CH2:29][CH2:28]1, predict the reaction product. The product is: [Cl:26][C:7]1[C:8]([NH:12][C:13](=[O:25])[CH2:14][CH:15]2[CH2:20][CH2:19][CH:18]([C:21]([F:24])([F:23])[F:22])[CH2:17][CH2:16]2)=[C:9]2[C:4](=[CH:5][CH:6]=1)[N:3]=[C:2]([N:27]1[CH2:32][CH2:31][NH:30][CH2:29][CH2:28]1)[CH:11]=[CH:10]2. (10) Given the reactants [OH:1][C:2]1[CH:11]=[C:10]2[C:5]([CH2:6][C@@H:7]([C:19](=[O:31])[NH:20][C@H:21]3[C:30]4[C:25](=[CH:26][CH:27]=[CH:28][CH:29]=4)[CH2:24][CH2:23][CH2:22]3)[N:8]([C:12]([O:14][C:15]([CH3:18])([CH3:17])[CH3:16])=[O:13])[CH2:9]2)=[CH:4][CH:3]=1.C1C=CC(P(C2C=CC=CC=2)C2C=CC=CC=2)=CC=1.O[C@H:52]1[CH2:56][N:55]([C:57]([O:59][C:60]([CH3:63])([CH3:62])[CH3:61])=[O:58])[C@H:54]([C:64]([O:66][CH3:67])=[O:65])[CH2:53]1.C1CCN(C(N=NC(N2CCCCC2)=O)=O)CC1, predict the reaction product. The product is: [C:15]([O:14][C:12]([N:8]1[C@H:7]([C:19](=[O:31])[NH:20][C@H:21]2[C:30]3[C:25](=[CH:26][CH:27]=[CH:28][CH:29]=3)[CH2:24][CH2:23][CH2:22]2)[CH2:6][C:5]2[C:10](=[CH:11][C:2]([O:1][C@@H:52]3[CH2:56][N:55]([C:57]([O:59][C:60]([CH3:63])([CH3:62])[CH3:61])=[O:58])[C@H:54]([C:64]([O:66][CH3:67])=[O:65])[CH2:53]3)=[CH:3][CH:4]=2)[CH2:9]1)=[O:13])([CH3:16])([CH3:17])[CH3:18].